From a dataset of Forward reaction prediction with 1.9M reactions from USPTO patents (1976-2016). Predict the product of the given reaction. (1) Given the reactants C(P1(=O)OP(CCC)(=O)OP(CCC)(=O)O1)CC.C(OC([NH:26][CH:27]([C:31]([O:34][CH3:35])([CH3:33])[CH3:32])[C:28](O)=O)=O)(C)(C)C.[NH2:36][C:37]1[CH:38]=[C:39]([C:44]2[CH:49]=[CH:48][C:47]([C:50]#[N:51])=[CH:46][CH:45]=2)[CH:40]=[CH:41][C:42]=1[NH2:43], predict the reaction product. The product is: [NH2:26][CH:27]([C:28]1[NH:43][C:42]2[CH:41]=[CH:40][C:39]([C:44]3[CH:45]=[CH:46][C:47]([C:50]#[N:51])=[CH:48][CH:49]=3)=[CH:38][C:37]=2[N:36]=1)[C:31]([O:34][CH3:35])([CH3:32])[CH3:33]. (2) Given the reactants [F:1][C:2]([F:24])([F:23])[C:3]1[CH:4]=[C:5]2[C:11]3([CH2:15][CH2:14][N:13](C(OC(C)(C)C)=O)[CH2:12]3)[CH2:10][NH:9][C:6]2=[CH:7][CH:8]=1.Cl[C:26](=[O:32])[C:27]([O:29]CC)=O.Cl.[NH2:34][C:35]1[S:36][C:37]([Cl:40])=[CH:38][N:39]=1.[CH3:41][NH2:42].[O:43]1[CH2:47]CCC1, predict the reaction product. The product is: [Cl:40][C:37]1[S:36][C:35]([NH:34][C:47]([N:9]2[C:6]3[C:5](=[CH:4][C:3]([C:2]([F:1])([F:24])[F:23])=[CH:8][CH:7]=3)[C:11]3([CH2:15][CH2:14][N:13]([C:27](=[O:29])[C:26]([NH:42][CH3:41])=[O:32])[CH2:12]3)[CH2:10]2)=[O:43])=[N:39][CH:38]=1.